From a dataset of Catalyst prediction with 721,799 reactions and 888 catalyst types from USPTO. Predict which catalyst facilitates the given reaction. (1) Reactant: Br[C:2]1[C:3]([CH:8]=[O:9])=[N:4][CH:5]=[CH:6][CH:7]=1.C1COCC1.C([O-])([O-])=O.[Na+].[Na+].[F:21][C:22]1[CH:23]=[C:24](B(O)O)[CH:25]=[C:26]([F:28])[CH:27]=1. Product: [F:21][C:22]1[CH:23]=[C:24]([C:2]2[C:3]([CH:8]=[O:9])=[N:4][CH:5]=[CH:6][CH:7]=2)[CH:25]=[C:26]([F:28])[CH:27]=1. The catalyst class is: 104. (2) Reactant: [F:1][C:2]1([F:31])[O:6][C:5]2[CH:7]=[CH:8][C:9]([S:11]([N:14]3[CH2:19][CH2:18][CH:17]([NH:20][C:21]4[C:26]([N+:27]([O-])=O)=[CH:25][CH:24]=[C:23]([CH3:30])[N:22]=4)[CH2:16][CH2:15]3)(=[O:13])=[O:12])=[CH:10][C:4]=2[O:3]1.[NH4+].[Cl-]. Product: [F:31][C:2]1([F:1])[O:6][C:5]2[CH:7]=[CH:8][C:9]([S:11]([N:14]3[CH2:15][CH2:16][CH:17]([NH:20][C:21]4[C:26]([NH2:27])=[CH:25][CH:24]=[C:23]([CH3:30])[N:22]=4)[CH2:18][CH2:19]3)(=[O:13])=[O:12])=[CH:10][C:4]=2[O:3]1. The catalyst class is: 314. (3) Reactant: C(OC([N:8]1[CH2:12][CH2:11][CH2:10][C@H:9]1[C:13]1[NH:17][C:16]2[CH:18]=[CH:19][C:20]([I:22])=[CH:21][C:15]=2[N:14]=1)=O)(C)(C)C.[C:23]([OH:29])([C:25]([F:28])([F:27])[F:26])=[O:24]. Product: [OH:29][C:23]([C:25]([F:28])([F:27])[F:26])=[O:24].[I:22][C:20]1[CH:19]=[CH:18][C:16]2[NH:17][C:13]([C@@H:9]3[CH2:10][CH2:11][CH2:12][NH:8]3)=[N:14][C:15]=2[CH:21]=1. The catalyst class is: 2.